This data is from Retrosynthesis with 50K atom-mapped reactions and 10 reaction types from USPTO. The task is: Predict the reactants needed to synthesize the given product. (1) Given the product COC(C(=O)NN)c1ccc2ccccc2c1, predict the reactants needed to synthesize it. The reactants are: COC(=O)C(OC)c1ccc2ccccc2c1.NN. (2) Given the product Cc1ccc2c(c1)N(C(C)C)CCC2, predict the reactants needed to synthesize it. The reactants are: CC(C)I.Cc1ccc2c(c1)NCCC2. (3) The reactants are: COc1cc(O)ccc1-c1ccc2c(c1COC(=O)c1ccc(C)s1)C(C)=CC(C)(C)N2.O=S(=O)(Cl)CCC(F)(F)F. Given the product COc1cc(OS(=O)(=O)CCC(F)(F)F)ccc1-c1ccc2c(c1COC(=O)c1ccc(C)s1)C(C)=CC(C)(C)N2, predict the reactants needed to synthesize it. (4) Given the product CN(Cc1ccc(C(=O)O)cc1)C(=O)OC(C)(C)C, predict the reactants needed to synthesize it. The reactants are: COC(=O)c1ccc(CN(C)C(=O)OC(C)(C)C)cc1. (5) The reactants are: CCNC1CNC1.Nc1nc(-n2cc(C(=O)O)c(=O)c3cc(F)c(F)c(Cl)c32)c(F)cc1F. Given the product CCNC1CN(c2c(F)cc3c(=O)c(C(=O)O)cn(-c4nc(N)c(F)cc4F)c3c2Cl)C1, predict the reactants needed to synthesize it. (6) Given the product Cc1csc(Nc2cc(OC3CCCCC3)ccn2)n1, predict the reactants needed to synthesize it. The reactants are: Cc1csc(N)n1.Clc1cc(OC2CCCCC2)ccn1. (7) Given the product CC(C)(C)[Si](C)(C)O[C@H]1CCN(Cc2ccc(Cl)cc2)C1=O, predict the reactants needed to synthesize it. The reactants are: CC(C)(C)[Si](C)(C)O[C@H]1CCNC1=O.Clc1ccc(CBr)cc1.